Dataset: Full USPTO retrosynthesis dataset with 1.9M reactions from patents (1976-2016). Task: Predict the reactants needed to synthesize the given product. (1) Given the product [Cl:5][C:6]1[CH:11]=[CH:10][C:9]([CH2:12][CH2:13][C:14]2[NH:15][N:3]=[N:2][N:1]=2)=[C:8]([O:16][C:17]2[CH:22]=[CH:21][C:20]([S:23]([CH3:26])(=[O:24])=[O:25])=[CH:19][C:18]=2[Cl:27])[CH:7]=1, predict the reactants needed to synthesize it. The reactants are: [N-:1]=[N+:2]=[N-:3].[Na+].[Cl:5][C:6]1[CH:11]=[CH:10][C:9]([CH2:12][CH2:13][C:14]#[N:15])=[C:8]([O:16][C:17]2[CH:22]=[CH:21][C:20]([S:23]([CH3:26])(=[O:25])=[O:24])=[CH:19][C:18]=2[Cl:27])[CH:7]=1.[Cl-].[NH4+]. (2) Given the product [F:55][S:2]([F:1])([F:52])([F:53])([F:54])[C:3]1[CH:4]=[CH:5][C:6](/[CH:9]=[CH:10]/[C:11]2[O:12][CH:13]=[C:14]([CH2:16][O:17][C:18]3[CH:19]=[CH:20][C:21]([CH2:24][CH2:25][CH2:26][CH2:27][C:28]4[N:29]=[N:30][NH:31][CH:32]=4)=[CH:22][CH:23]=3)[N:15]=2)=[CH:7][CH:8]=1, predict the reactants needed to synthesize it. The reactants are: [F:1][S:2]([F:55])([F:54])([F:53])([F:52])[C:3]1[CH:8]=[CH:7][C:6](/[CH:9]=[CH:10]/[C:11]2[O:12][CH:13]=[C:14]([CH2:16][O:17][C:18]3[CH:23]=[CH:22][C:21]([CH2:24][CH2:25][CH2:26][CH2:27][C:28]4[N:29]=[N:30][N:31](C(C5C=CC=CC=5)(C5C=CC=CC=5)C5C=CC=CC=5)[CH:32]=4)=[CH:20][CH:19]=3)[N:15]=2)=[CH:5][CH:4]=1.C(O)=O.O. (3) Given the product [N:10]1[NH:31][N:32]=[N:33][C:9]=1[CH2:8][C:6]1[NH:7][C:2](=[O:1])[C:3]2[S:13][C:12]([N:14]3[CH2:15][CH2:16][CH:17]([O:20][C:21]4[CH:26]=[CH:25][CH:24]=[CH:23][C:22]=4[C:27]([F:29])([F:28])[F:30])[CH2:18][CH2:19]3)=[N:11][C:4]=2[N:5]=1, predict the reactants needed to synthesize it. The reactants are: [O:1]=[C:2]1[NH:7][C:6]([CH2:8][C:9]#[N:10])=[N:5][C:4]2[N:11]=[C:12]([N:14]3[CH2:19][CH2:18][CH:17]([O:20][C:21]4[CH:26]=[CH:25][CH:24]=[CH:23][C:22]=4[C:27]([F:30])([F:29])[F:28])[CH2:16][CH2:15]3)[S:13][C:3]1=2.[N:31]([Sn](CCCC)(CCCC)CCCC)=[N+:32]=[N-:33]. (4) Given the product [CH:1]1([C:7]2[C:15]3[C:14](=[O:16])[NH:13][C:12]([C:17]4[CH:22]=[CH:21][C:20]([NH:23][C:24](=[O:26])[CH2:25][O:31][CH3:30])=[CH:19][C:18]=4[O:27][CH3:28])=[N:11][C:10]=3[N:9]([CH3:29])[N:8]=2)[CH2:2][CH2:3][CH2:4][CH2:5][CH2:6]1, predict the reactants needed to synthesize it. The reactants are: [CH:1]1([C:7]2[C:15]3[C:14](=[O:16])[NH:13][C:12]([C:17]4[CH:22]=[CH:21][C:20]([NH:23][C:24](=[O:26])[CH3:25])=[CH:19][C:18]=4[O:27][CH3:28])=[N:11][C:10]=3[N:9]([CH3:29])[N:8]=2)[CH2:6][CH2:5][CH2:4][CH2:3][CH2:2]1.[CH3:30][O:31]CC(O)=O. (5) Given the product [CH2:23]=[CH:24][CH2:1][N:2]1[C@@H:12]2[CH2:13][C:14]3[CH:19]=[CH:18][C:17]([OH:20])=[C:16]4[O:21][C@H:6]5[C:7]([CH2:9][CH2:10][C@:11]2([OH:22])[C@:5]5([C:15]=34)[CH2:4][CH2:3]1)=[O:8], predict the reactants needed to synthesize it. The reactants are: [CH3:1][N:2]1[C@@H:12]2[CH2:13][C:14]3[CH:19]=[CH:18][C:17]([OH:20])=[C:16]4[O:21][C@H:6]5[C:7]([CH:9]=[CH:10][C@:11]2([OH:22])[C@:5]5([C:15]=34)[CH2:4][CH2:3]1)=[O:8].[C:23](OCC=C)(=O)[CH3:24].C(N(CC)CC)C. (6) Given the product [CH3:27][C:10]1[C:9]2[C:5]([CH2:4][C:3]([OH:28])=[O:2])=[CH:6][S:7][C:8]=2[CH:13]=[C:12]([O:14][CH2:15][C:16]2[C:17]([CH3:26])=[N:18][C:19]([C:22]([F:24])([F:23])[F:25])=[CH:20][CH:21]=2)[CH:11]=1, predict the reactants needed to synthesize it. The reactants are: C[O:2][C:3](=[O:28])[CH2:4][C:5]1[C:9]2[C:10]([CH3:27])=[CH:11][C:12]([O:14][CH2:15][C:16]3[C:17]([CH3:26])=[N:18][C:19]([C:22]([F:25])([F:24])[F:23])=[CH:20][CH:21]=3)=[CH:13][C:8]=2[S:7][CH:6]=1.[OH-].[Na+].Cl. (7) The reactants are: [CH:1]1([O:7][C:8]2[CH:13]=[CH:12][C:11]([CH2:14][OH:15])=[CH:10][C:9]=2[F:16])[CH2:6][CH2:5][CH2:4][CH2:3][CH2:2]1.Cl[C:18]1[CH:29]=[C:22]2[N:23]([CH3:28])[C@@H:24]([CH3:27])[CH2:25][CH2:26][N:21]2[C:20](=[O:30])[N:19]=1. Given the product [CH:1]1([O:7][C:8]2[CH:13]=[CH:12][C:11]([CH2:14][O:15][C:18]3[CH:29]=[C:22]4[N:23]([CH3:28])[C@@H:24]([CH3:27])[CH2:25][CH2:26][N:21]4[C:20](=[O:30])[N:19]=3)=[CH:10][C:9]=2[F:16])[CH2:2][CH2:3][CH2:4][CH2:5][CH2:6]1, predict the reactants needed to synthesize it. (8) Given the product [OH:6][C:7]1[CH:16]=[CH:15][C:10]([C:11]([OH:13])=[O:12])=[CH:9][C:8]=1[CH2:17][CH:18]=[C:19]([CH3:21])[CH3:20], predict the reactants needed to synthesize it. The reactants are: [OH-].[Li+].C([O:6][C:7]1[CH:16]=[CH:15][C:10]([C:11]([O:13]C)=[O:12])=[CH:9][C:8]=1[CH2:17][CH:18]=[C:19]([CH3:21])[CH3:20])(=O)C.O.Cl. (9) Given the product [Br:1][C:2]1[CH:8]=[C:7]([CH:9]([CH3:11])[CH3:10])[CH:6]=[CH:5][C:3]=1[NH:4][C:12](=[O:14])[CH3:13], predict the reactants needed to synthesize it. The reactants are: [Br:1][C:2]1[CH:8]=[C:7]([CH:9]([CH3:11])[CH3:10])[CH:6]=[CH:5][C:3]=1[NH2:4].[C:12](OC(=O)C)(=[O:14])[CH3:13].C(N(CC)CC)C. (10) Given the product [C:1]([O:5][C:6]([N:8]1[CH2:9][CH2:10][C:11]([CH2:15][O:16][C:17]2[CH:22]=[CH:21][C:20]([N:23]3[CH2:27][C@H:26]([CH2:28][NH:29][C:30](=[O:32])[CH3:31])[O:25][C:24]3=[O:33])=[CH:19][C:18]=2[F:34])([O:14][C:51](=[O:52])[CH:50]([NH:54][C:55]([O:57][CH2:58][C:59]2[CH:60]=[CH:61][CH:62]=[CH:63][CH:64]=2)=[O:56])[CH2:49][CH2:48][CH2:47][CH2:46][NH:45][C:43]([O:42][CH2:41][C:38]2[CH:37]=[CH:36][CH:35]=[CH:40][CH:39]=2)=[O:44])[CH2:12][CH2:13]1)=[O:7])([CH3:4])([CH3:2])[CH3:3], predict the reactants needed to synthesize it. The reactants are: [C:1]([O:5][C:6]([N:8]1[CH2:13][CH2:12][C:11]([CH2:15][O:16][C:17]2[CH:22]=[CH:21][C:20]([N:23]3[CH2:27][C@H:26]([CH2:28][NH:29][C:30](=[O:32])[CH3:31])[O:25][C:24]3=[O:33])=[CH:19][C:18]=2[F:34])([OH:14])[CH2:10][CH2:9]1)=[O:7])([CH3:4])([CH3:3])[CH3:2].[CH:35]1[CH:40]=[CH:39][C:38]([CH2:41][O:42][C:43]([NH:45][CH2:46][CH2:47][CH2:48][CH2:49][C@H:50]([NH:54][C:55]([O:57][CH2:58][C:59]2[CH:64]=[CH:63][CH:62]=[CH:61][CH:60]=2)=[O:56])[C:51](O)=[O:52])=[O:44])=[CH:37][CH:36]=1.Cl.CN(C)CCCN=C=NCC.